This data is from Full USPTO retrosynthesis dataset with 1.9M reactions from patents (1976-2016). The task is: Predict the reactants needed to synthesize the given product. (1) Given the product [CH:1]1([C:4]2[CH:9]=[C:8]([CH2:10][NH2:11])[CH:7]=[C:6]([C:22]3[CH:23]=[N:24][C:25]([C:28]([F:29])([F:31])[F:30])=[N:26][CH:27]=3)[N:5]=2)[CH2:3][CH2:2]1, predict the reactants needed to synthesize it. The reactants are: [CH:1]1([C:4]2[CH:9]=[C:8]([CH2:10][N:11]3C(=O)C4C(=CC=CC=4)C3=O)[CH:7]=[C:6]([C:22]3[CH:23]=[N:24][C:25]([C:28]([F:31])([F:30])[F:29])=[N:26][CH:27]=3)[N:5]=2)[CH2:3][CH2:2]1.O.NN. (2) Given the product [C:19]([C:15]1[CH:14]=[C:13]([CH:18]=[CH:17][CH:16]=1)[CH2:12][CH:2]([NH:1][C:34]([C:29]1[C:30]2[C:25](=[C:24]([Cl:23])[CH:33]=[CH:32][CH:31]=2)[CH:26]=[CH:27][CH:28]=1)=[O:35])[CH:3]([C:5]1[CH:10]=[CH:9][CH:8]=[C:7]([Cl:11])[CH:6]=1)[OH:4])([CH3:22])([CH3:21])[CH3:20], predict the reactants needed to synthesize it. The reactants are: [NH2:1][CH:2]([CH2:12][C:13]1[CH:18]=[CH:17][CH:16]=[C:15]([C:19]([CH3:22])([CH3:21])[CH3:20])[CH:14]=1)[CH:3]([C:5]1[CH:10]=[CH:9][CH:8]=[C:7]([Cl:11])[CH:6]=1)[OH:4].[Cl:23][C:24]1[CH:33]=[CH:32][CH:31]=[C:30]2[C:25]=1[CH:26]=[CH:27][CH:28]=[C:29]2[C:34](O)=[O:35].O.ON1C2C=CC=CC=2N=N1.Cl.C(N=C=NCCCN(C)C)C. (3) The reactants are: Cl.[NH:2]1[CH2:7][CH2:6][CH2:5][CH2:4][CH:3]1[C:8]([NH2:10])=[O:9].[Cl:11][C:12]1[CH:13]=[C:14]2[CH:20]=[C:19]([C:21]([NH:23][C@@H:24]([CH2:28][C:29]3[CH:34]=[CH:33][C:32]([F:35])=[CH:31][CH:30]=3)[C:25](O)=[O:26])=[O:22])[NH:18][C:15]2=[CH:16][N:17]=1.CN(C(ON1N=NC2C=CC=NC1=2)=[N+](C)C)C.F[P-](F)(F)(F)(F)F.CCN(C(C)C)C(C)C. Given the product [C:8]([CH:3]1[CH2:4][CH2:5][CH2:6][CH2:7][N:2]1[C:25](=[O:26])[C@@H:24]([NH:23][C:21]([C:19]1[NH:18][C:15]2=[CH:16][N:17]=[C:12]([Cl:11])[CH:13]=[C:14]2[CH:20]=1)=[O:22])[CH2:28][C:29]1[CH:30]=[CH:31][C:32]([F:35])=[CH:33][CH:34]=1)(=[O:9])[NH2:10], predict the reactants needed to synthesize it. (4) The reactants are: [C:1]([C:17](OC)=[O:18])([C:4]([C:7]([C:10]([C:13]([F:16])([F:15])[F:14])([F:12])[F:11])([F:9])[F:8])([F:6])[F:5])([F:3])[F:2].[NH2:21][CH2:22][CH2:23][OH:24]. Given the product [C:1]([C:17]([NH:21][CH2:22][CH2:23][OH:24])=[O:18])([C:4]([C:7]([C:10]([C:13]([F:14])([F:15])[F:16])([F:11])[F:12])([F:9])[F:8])([F:6])[F:5])([F:3])[F:2], predict the reactants needed to synthesize it. (5) Given the product [N:24]1[CH:25]=[CH:26][CH:27]=[CH:28][C:23]=1[C:21]#[C:22][C:2]1[CH:3]=[CH:4][C:5]([N:8]2[CH2:13][CH2:12][N:11]([C:14]([O:16][C:17]([CH3:20])([CH3:19])[CH3:18])=[O:15])[CH2:10][CH2:9]2)=[N:6][CH:7]=1, predict the reactants needed to synthesize it. The reactants are: I[C:2]1[CH:3]=[CH:4][C:5]([N:8]2[CH2:13][CH2:12][N:11]([C:14]([O:16][C:17]([CH3:20])([CH3:19])[CH3:18])=[O:15])[CH2:10][CH2:9]2)=[N:6][CH:7]=1.[C:21]([C:23]1[CH:28]=[CH:27][CH:26]=[CH:25][N:24]=1)#[CH:22].C(N(CC)CC)C. (6) Given the product [Cl:1][C:2]1[S:6][C:5](/[C:7](/[C:13]([F:16])([F:15])[F:14])=[CH:8]/[S:9]([Cl:36])(=[O:11])=[O:10])=[CH:4][CH:3]=1, predict the reactants needed to synthesize it. The reactants are: [Cl:1][C:2]1[S:6][C:5](/[C:7](/[C:13]([F:16])([F:15])[F:14])=[CH:8]/[S:9]([O-])(=[O:11])=[O:10])=[CH:4][CH:3]=1.C([N+](CCCC)(CCCC)CCCC)CCC.P(Cl)(Cl)([Cl:36])=O. (7) Given the product [CH3:33][C:29]1[CH:28]=[C:27]([C:25](=[O:26])[CH2:24][C@H:23]([C:20]2[CH:21]=[CH:22][C:17]([CH:12]3[CH2:13][CH2:14][N:9]([C:7]([O:6][C:2]([CH3:5])([CH3:4])[CH3:3])=[O:8])[CH2:10][CH2:11]3)=[CH:18][CH:19]=2)[C:34]2[CH:39]=[CH:38][CH:37]=[CH:36][C:35]=2[CH3:40])[CH:32]=[CH:31][N:30]=1, predict the reactants needed to synthesize it. The reactants are: [I-].[C:2]([O:6][C:7]([N:9]1[CH2:14][CH2:13][CH:12]([Zn+])[CH2:11][CH2:10]1)=[O:8])([CH3:5])([CH3:4])[CH3:3].Br[C:17]1[CH:22]=[CH:21][C:20]([C@H:23]([C:34]2[CH:39]=[CH:38][CH:37]=[CH:36][C:35]=2[CH3:40])[CH2:24][C:25]([C:27]2[CH:32]=[CH:31][N:30]=[C:29]([CH3:33])[CH:28]=2)=[O:26])=[CH:19][CH:18]=1. (8) The reactants are: [H-].[Na+].[OH:3][C@:4]1([C:22]2[CH:27]=[CH:26][C:25]([C:28]3[CH:33]=[CH:32][CH:31]=[CH:30][C:29]=3[CH:34]=[CH2:35])=[CH:24][CH:23]=2)[CH2:8][N:7]([C:9]([O:11][CH2:12][CH2:13][Si:14]([CH3:17])([CH3:16])[CH3:15])=[O:10])[C@H:6]([C:18]([O:20][CH3:21])=[O:19])[CH2:5]1.[CH3:36]I. Given the product [CH3:36][O:3][C@:4]1([C:22]2[CH:23]=[CH:24][C:25]([C:28]3[CH:33]=[CH:32][CH:31]=[CH:30][C:29]=3[CH:34]=[CH2:35])=[CH:26][CH:27]=2)[CH2:8][N:7]([C:9]([O:11][CH2:12][CH2:13][Si:14]([CH3:17])([CH3:16])[CH3:15])=[O:10])[C@H:6]([C:18]([O:20][CH3:21])=[O:19])[CH2:5]1, predict the reactants needed to synthesize it. (9) Given the product [C:1]12([CH2:13][CH:12]3[CH2:14][CH:9]1[CH2:10][CH2:11]3)[CH2:3][CH:2]2[C:4]([OH:6])=[O:5], predict the reactants needed to synthesize it. The reactants are: [C:1]12([CH2:13][CH:12]3[CH2:14][CH:9]1[CH2:10][CH2:11]3)[CH2:3][CH:2]2[C:4]([O:6]CC)=[O:5].C1(C(OCC)=O)C2(CCCCC2)C1.